From a dataset of Catalyst prediction with 721,799 reactions and 888 catalyst types from USPTO. Predict which catalyst facilitates the given reaction. (1) Reactant: [Cl:1][C:2]1[C:3]([C:12]([OH:14])=[O:13])=[N:4][C:5]([CH:9]2[CH2:11][CH2:10]2)=[N:6][C:7]=1Cl.[NH3:15]. Product: [NH2:15][C:7]1[N:6]=[C:5]([CH:9]2[CH2:11][CH2:10]2)[N:4]=[C:3]([C:12]([OH:14])=[O:13])[C:2]=1[Cl:1]. The catalyst class is: 6. (2) Reactant: [ClH:1].Br[C:3]1[CH:13]=[C:12]([O:14][CH2:15][CH:16]([OH:19])[CH2:17][OH:18])[C:11]([O:20][CH3:21])=[CH:10][C:4]=1[CH2:5][NH:6]C(=O)C. Product: [ClH:1].[Cl:1][C:3]1[CH:13]=[C:12]([O:14][CH2:15][CH:16]([OH:19])[CH2:17][OH:18])[C:11]([O:20][CH3:21])=[CH:10][C:4]=1[CH2:5][NH2:6]. The catalyst class is: 8. (3) Reactant: [Si]([O:8][C@@H:9]1[CH2:13][N:12](C(OC(C)(C)C)=O)[C@H:11]([CH2:21][O:22][C:23]2[CH:32]=[C:31]([O:33][CH3:34])[CH:30]=[C:29]3[C:24]=2[C:25]([NH:35][C:36]2[CH:41]=[CH:40][C:39]([F:42])=[C:38]([Cl:43])[CH:37]=2)=[N:26][CH:27]=[N:28]3)[CH2:10]1)(C(C)(C)C)(C)C.C(#N)C. Product: [Cl:43][C:38]1[CH:37]=[C:36]([CH:41]=[CH:40][C:39]=1[F:42])[NH:35][C:25]1[C:24]2[C:29](=[CH:30][C:31]([O:33][CH3:34])=[CH:32][C:23]=2[O:22][CH2:21][C@H:11]2[NH:12][CH2:13][C@@H:9]([OH:8])[CH2:10]2)[N:28]=[CH:27][N:26]=1. The catalyst class is: 55. (4) Reactant: [NH:1]1[C:9]2[C:4](=[CH:5][CH:6]=[CH:7][CH:8]=2)[C:3](/[CH:10]=[CH:11]/[C:12]2[CH:20]=[CH:19][CH:18]=[CH:17][C:13]=2[C:14]([OH:16])=O)=[N:2]1.CN1CCOCC1.[NH2:28][CH2:29][C:30]1[S:31][CH:32]=[CH:33][CH:34]=1.C(Cl)CCl. Product: [NH:1]1[C:9]2[C:4](=[CH:5][CH:6]=[CH:7][CH:8]=2)[C:3](/[CH:10]=[CH:11]/[C:12]2[CH:20]=[CH:19][CH:18]=[CH:17][C:13]=2[C:14]([NH:28][CH2:29][C:30]2[S:31][CH:32]=[CH:33][CH:34]=2)=[O:16])=[N:2]1. The catalyst class is: 375. (5) Reactant: [CH3:1][C:2]1([CH3:9])[C@@H:7]([OH:8])[C:5](=[O:6])[O:4][CH2:3]1.[H-].[Na+].[H][H].F[C:15]1[CH:22]=[CH:21][C:18]([C:19]#[N:20])=[C:17]([C:23]([F:26])([F:25])[F:24])[CH:16]=1.[Cl-].[NH4+]. Product: [CH3:1][C:2]1([CH3:9])[CH2:3][O:4][C:5](=[O:6])[CH:7]1[O:8][C:15]1[CH:22]=[CH:21][C:18]([C:19]#[N:20])=[C:17]([C:23]([F:24])([F:26])[F:25])[CH:16]=1. The catalyst class is: 7. (6) Reactant: [NH2:1][S:2]([C:5]1[CH:6]=[C:7]([CH:12]=[CH:13][C:14]=1[Cl:15])[C:8](OC)=[O:9])(=[O:4])=[O:3].[Cl-].[Cl-].[Ca+2].[BH4-].[Na+]. Product: [Cl:15][C:14]1[CH:13]=[CH:12][C:7]([CH2:8][OH:9])=[CH:6][C:5]=1[S:2]([NH2:1])(=[O:4])=[O:3]. The catalyst class is: 242. (7) Reactant: [NH:1]1[CH:5]=[N:4][N:3]=[N:2]1.[OH-].C([N+:11]([CH2:20]CCC)([CH2:16][CH2:17][CH2:18][CH3:19])CCCC)CCC.[C:24]([C:26]1[C:31](F)=[CH:30][CH:29]=[CH:28][N:27]=1)#[N:25]. Product: [N:1]1([C:31]2[C:26]([C:24]#[N:25])=[N:27][CH:28]=[CH:29][CH:30]=2)[CH:5]=[N:4][N:3]=[N:2]1.[N:11]1([C:16]2[CH:17]=[CH:18][CH:19]=[CH:31][C:26]=2[C:24]#[N:25])[CH:20]=[N:1][CH:5]=[N:4]1. The catalyst class is: 3. (8) Reactant: [CH2:1]([N:3]([CH:11]1[CH2:15][CH2:14][CH:13]([C:16]2[C:24]3[C:19](=[CH:20][CH:21]=[C:22]([NH:25][C:26]([C:28]4[S:29][CH:30]=[CH:31][CH:32]=4)=[NH:27])[CH:23]=3)[NH:18][CH:17]=2)[CH2:12]1)C(=O)OC(C)(C)C)[CH3:2].C(O)(C(F)(F)F)=O.[NH4+].[OH-]. Product: [CH2:1]([NH:3][CH:11]1[CH2:15][CH2:14][CH:13]([C:16]2[C:24]3[C:19](=[CH:20][CH:21]=[C:22]([NH:25][C:26]([C:28]4[S:29][CH:30]=[CH:31][CH:32]=4)=[NH:27])[CH:23]=3)[NH:18][CH:17]=2)[CH2:12]1)[CH3:2]. The catalyst class is: 4.